Dataset: Reaction yield outcomes from USPTO patents with 853,638 reactions. Task: Predict the reaction yield, written as a fraction of the theoretical maximum amount of product (1.0 means a 100% yield; for example, 0.34 means a 34% yield). (1) The reactants are [CH3:1][C:2]1[CH:19]=[CH:18][C:17]([CH3:20])=[CH:16][C:3]=1[O:4][C:5]1[CH:12]=[CH:11][C:8]([C:9]#[N:10])=[CH:7][C:6]=1[N+:13]([O-])=O.S(S([O-])=O)([O-])=O.[Na+].[Na+].O.O1CCOCC1. The catalyst is C1COCC1. The product is [NH2:13][C:6]1[CH:7]=[C:8]([CH:11]=[CH:12][C:5]=1[O:4][C:3]1[CH:16]=[C:17]([CH3:20])[CH:18]=[CH:19][C:2]=1[CH3:1])[C:9]#[N:10]. The yield is 0.890. (2) The reactants are [S:1]([N:11]1[C:15]2=[N:16][CH:17]=[C:18]([CH:20]=O)[N:19]=[C:14]2[CH:13]=[CH:12]1)([C:4]1[CH:10]=[CH:9][C:7]([CH3:8])=[CH:6][CH:5]=1)(=[O:3])=[O:2].[CH3:22][C:23]([S@@:26]([NH2:28])=[O:27])([CH3:25])[CH3:24]. The catalyst is C(Cl)Cl.S([O-])([O-])(=O)=O.[Cu+2]. The product is [CH3:22][C:23]([S@@:26](/[N:28]=[CH:20]/[C:18]1[N:19]=[C:14]2[CH:13]=[CH:12][N:11]([S:1]([C:4]3[CH:10]=[CH:9][C:7]([CH3:8])=[CH:6][CH:5]=3)(=[O:3])=[O:2])[C:15]2=[N:16][CH:17]=1)=[O:27])([CH3:25])[CH3:24]. The yield is 0.990. (3) The reactants are O=P(Cl)(Cl)Cl.[Br:6][C:7]1[CH:13]=[CH:12][C:10]([NH2:11])=[CH:9][C:8]=1[O:14][CH3:15].[C:16](O)(=[O:21])[CH2:17][C:18](O)=[O:19]. The catalyst is O. The product is [Br:6][C:7]1[CH:13]=[C:12]2[C:10](=[CH:9][C:8]=1[O:14][CH3:15])[NH:11][C:18](=[O:19])[CH:17]=[C:16]2[OH:21]. The yield is 0.660.